This data is from Peptide-MHC class II binding affinity with 134,281 pairs from IEDB. The task is: Regression. Given a peptide amino acid sequence and an MHC pseudo amino acid sequence, predict their binding affinity value. This is MHC class II binding data. (1) The peptide sequence is NYNCKILPNTLVLDF. The MHC is HLA-DPA10201-DPB10101 with pseudo-sequence HLA-DPA10201-DPB10101. The binding affinity (normalized) is 0.472. (2) The peptide sequence is NVYQRGTHPFSRIRD. The MHC is DRB1_0404 with pseudo-sequence DRB1_0404. The binding affinity (normalized) is 0.428. (3) The peptide sequence is GFLQIVDKIDAAFKI. The MHC is DRB1_0101 with pseudo-sequence DRB1_0101. The binding affinity (normalized) is 0.483.